Predict the product of the given reaction. From a dataset of Forward reaction prediction with 1.9M reactions from USPTO patents (1976-2016). (1) The product is: [CH3:1][O:2][C:3]1[CH:4]=[C:5]2[CH2:14][CH:13]([CH2:15][CH:16]3[CH2:17][CH2:18][N:19]([CH2:22][C:23]4[CH:28]=[CH:27][CH:26]=[CH:25][CH:24]=4)[CH2:20][CH2:21]3)[C:11](=[O:12])[C:6]2=[CH:7][C:8]=1[O:9][CH3:10].[ClH:35]. Given the reactants [CH3:1][O:2][C:3]1[CH:4]=[C:5]2[CH2:14][CH:13]([CH2:15][CH:16]3[CH2:21][CH2:20][N:19]([CH2:22][C:23]4[CH:24]=[CH:25][CH:26]=[CH:27][CH:28]=4)[CH2:18][CH2:17]3)[C:11](=[O:12])[C:6]2=[CH:7][C:8]=1[O:9][CH3:10].C(O)(=O)C.C[Si](C)(C)[Cl:35], predict the reaction product. (2) Given the reactants [Br:1][C:2]1[CH:3]=[C:4](S(O)(=O)=O)[C:5]([C:8]2[CH:13]=[CH:12][CH:11]=[CH:10][CH:9]=2)=[CH:6][CH:7]=1.[S:18]([Cl:21])(Cl)=[O:19].CN(C=[O:26])C, predict the reaction product. The product is: [Br:1][C:2]1[CH:7]=[CH:6][C:5]([C:8]2[CH:9]=[CH:10][C:11]([S:18]([Cl:21])(=[O:19])=[O:26])=[CH:12][CH:13]=2)=[CH:4][CH:3]=1.